This data is from Reaction yield outcomes from USPTO patents with 853,638 reactions. The task is: Predict the reaction yield, written as a fraction of the theoretical maximum amount of product (1.0 means a 100% yield; for example, 0.34 means a 34% yield). (1) The reactants are Cl.[NH2:2][CH:3]([CH2:8][NH:9][C:10]([O:12][C:13]([CH3:16])([CH3:15])[CH3:14])=[O:11])[C:4]([O:6][CH3:7])=[O:5].CCN(CC)CC.[C:24](Cl)(=[O:34])[O:25][CH2:26][C:27]([CH3:33])([CH3:32])[CH2:28][CH2:29][CH:30]=[CH2:31]. The catalyst is C1COCC1. The product is [CH3:14][C:13]([CH3:16])([O:12][C:10](=[O:11])[NH:9][CH2:8][CH:3]([C:4]([O:6][CH3:7])=[O:5])[NH:2][C:24](=[O:34])[O:25][CH2:26][C:27]([CH3:33])([CH3:32])[CH2:28][CH2:29][CH:30]=[CH2:31])[CH3:15]. The yield is 0.900. (2) The reactants are [F:1][C:2]1[CH:3]=[C:4]([C:8]2[C:12]([CH2:13][O:14][C:15]3[CH:23]=[CH:22][C:18]([C:19]([OH:21])=O)=[CH:17][N:16]=3)=[C:11]([CH3:24])[O:10][N:9]=2)[CH:5]=[CH:6][CH:7]=1.F[B-](F)(F)F.[N:30]1(OC(N(C)C)=[N+](C)C)[C:34]2[CH:35]=CC=C[C:33]=2N=N1.C(N(CC)C(C)C)(C)C.C(N)(C)C. The catalyst is CN(C=O)C. The product is [F:1][C:2]1[CH:3]=[C:4]([C:8]2[C:12]([CH2:13][O:14][C:15]3[CH:23]=[CH:22][C:18]([C:19]([NH:30][CH:34]([CH3:35])[CH3:33])=[O:21])=[CH:17][N:16]=3)=[C:11]([CH3:24])[O:10][N:9]=2)[CH:5]=[CH:6][CH:7]=1. The yield is 0.510. (3) The product is [Cl:12][CH2:8][C:6]1[CH:5]=[CH:4][CH:3]=[C:2]([CH3:1])[N:7]=1. The yield is 0.858. The catalyst is C(Cl)Cl. The reactants are [CH3:1][C:2]1[N:7]=[C:6]([CH2:8]O)[CH:5]=[CH:4][CH:3]=1.S(Cl)([Cl:12])=O. (4) The reactants are [C:1]([O:5][C:6]([NH:8][C@H:9]([C:13]([O:15][C:16]([CH3:19])([CH3:18])[CH3:17])=[O:14])[CH2:10][CH2:11][SH:12])=[O:7])([CH3:4])([CH3:3])[CH3:2].[Br:20][CH2:21][CH2:22][CH2:23]Br. No catalyst specified. The product is [Br:20][CH2:21][CH2:22][CH2:23][S:12][CH2:11][CH2:10][C@@H:9]([C:13]([O:15][C:16]([CH3:19])([CH3:18])[CH3:17])=[O:14])[NH:8][C:6]([O:5][C:1]([CH3:3])([CH3:4])[CH3:2])=[O:7]. The yield is 0.770. (5) The reactants are [C:1]([N:7]([CH2:22][C:23]1[CH:28]=[CH:27][C:26]([C:29]2[CH:34]=[CH:33][CH:32]=[CH:31][C:30]=2[C:35]2[N:39]([C:40]([C:53]3[CH:58]=[CH:57][CH:56]=[CH:55][CH:54]=3)([C:47]3[CH:52]=[CH:51][CH:50]=[CH:49][CH:48]=3)[C:41]3[CH:46]=[CH:45][CH:44]=[CH:43][CH:42]=3)[N:38]=[N:37][N:36]=2)=[CH:25][CH:24]=1)[C@H:8]([C:12]([O:14]CC1C=CC=CC=1)=[O:13])[CH:9]([CH3:11])[CH3:10])(=[O:6])[CH2:2][CH2:3][CH2:4][CH3:5]. The catalyst is CCOC(C)=O.[Pd]. The product is [C:1]([N:7]([CH2:22][C:23]1[CH:28]=[CH:27][C:26]([C:29]2[CH:34]=[CH:33][CH:32]=[CH:31][C:30]=2[C:35]2[N:39]([C:40]([C:41]3[CH:42]=[CH:43][CH:44]=[CH:45][CH:46]=3)([C:47]3[CH:52]=[CH:51][CH:50]=[CH:49][CH:48]=3)[C:53]3[CH:54]=[CH:55][CH:56]=[CH:57][CH:58]=3)[N:38]=[N:37][N:36]=2)=[CH:25][CH:24]=1)[C@H:8]([C:12]([OH:14])=[O:13])[CH:9]([CH3:11])[CH3:10])(=[O:6])[CH2:2][CH2:3][CH2:4][CH3:5]. The yield is 0.860. (6) The reactants are CCCC[N+](CCCC)(CCCC)CCCC.[F-].[C:19]([O:23][C:24](=[O:48])[NH:25][C:26]1[CH:31]=[CH:30][CH:29]=[CH:28][C:27]=1[NH:32][C:33](=[O:47])[CH2:34]/[CH:35]=[CH:36]/[CH2:37][CH2:38][O:39][Si](C(C)(C)C)(C)C)([CH3:22])([CH3:21])[CH3:20]. The catalyst is C1COCC1.CCOCC. The product is [OH:39][CH2:38][CH2:37]/[CH:36]=[CH:35]/[CH2:34][C:33]([NH:32][C:27]1[CH:28]=[CH:29][CH:30]=[CH:31][C:26]=1[NH:25][C:24](=[O:48])[O:23][C:19]([CH3:21])([CH3:20])[CH3:22])=[O:47]. The yield is 0.520.